From a dataset of Full USPTO retrosynthesis dataset with 1.9M reactions from patents (1976-2016). Predict the reactants needed to synthesize the given product. Given the product [I:23][C:18]1[CH:17]=[C:16]2[C:15]3=[C:20]([C:21](=[O:22])[C:12]([C:10]([O:9][CH2:7][CH3:8])=[O:11])=[CH:13][N:14]3[N:25]([CH3:26])[CH2:27][C:28]2([C:36]([O:38][C:39]([CH3:42])([CH3:41])[CH3:40])=[O:37])[C:29]([O:31][C:32]([CH3:35])([CH3:34])[CH3:33])=[O:30])[CH:19]=1, predict the reactants needed to synthesize it. The reactants are: C(=O)([O-])[O-].[Cs+].[Cs+].[CH2:7]([O:9][C:10]([C:12]1[C:21](=[O:22])[C:20]2[C:15](=[C:16](F)[CH:17]=[C:18]([I:23])[CH:19]=2)[N:14]([N:25]([CH2:27][CH:28]([C:36]([O:38][C:39]([CH3:42])([CH3:41])[CH3:40])=[O:37])[C:29]([O:31][C:32]([CH3:35])([CH3:34])[CH3:33])=[O:30])[CH3:26])[CH:13]=1)=[O:11])[CH3:8].